This data is from Full USPTO retrosynthesis dataset with 1.9M reactions from patents (1976-2016). The task is: Predict the reactants needed to synthesize the given product. (1) Given the product [O:28]1[C:4]2[C:5]([N:10]3[CH2:15][CH2:14][N:13]([C:16]([CH:18]4[CH2:27][CH2:26][C:25]5[C:20](=[CH:21][CH:22]=[CH:23][CH:24]=5)[NH:19]4)=[O:17])[CH2:12][CH2:11]3)=[CH:6][CH:7]=[CH:8][C:9]=2[CH:30]=[CH:29]1, predict the reactants needed to synthesize it. The reactants are: N1[C:9]2[C:4](=[C:5]([N:10]3[CH2:15][CH2:14][N:13]([C:16]([CH:18]4[CH2:27][CH2:26][C:25]5[C:20](=[CH:21][CH:22]=[CH:23][CH:24]=5)[NH:19]4)=[O:17])[CH2:12][CH2:11]3)[CH:6]=[CH:7][CH:8]=2)C=C1.[O:28]1C2C(N3CCNCC3)=CC=CC=2[CH:30]=[CH:29]1. (2) Given the product [CH3:20][N:21]1[C:25]([C:26]([F:27])([F:28])[F:29])=[CH:24][C:23]([O:30][C:2]2[CH:7]=[CH:6][N:5]=[C:4]3[CH:8]=[C:9]([C:11]4[S:12][CH:13]=[C:14]([C:16]([OH:19])([CH3:18])[CH3:17])[N:15]=4)[S:10][C:3]=23)=[N:22]1, predict the reactants needed to synthesize it. The reactants are: Cl[C:2]1[CH:7]=[CH:6][N:5]=[C:4]2[CH:8]=[C:9]([C:11]3[S:12][CH:13]=[C:14]([C:16]([OH:19])([CH3:18])[CH3:17])[N:15]=3)[S:10][C:3]=12.[CH3:20][N:21]1[C:25]([C:26]([F:29])([F:28])[F:27])=[CH:24][C:23]([OH:30])=[N:22]1.